This data is from Full USPTO retrosynthesis dataset with 1.9M reactions from patents (1976-2016). The task is: Predict the reactants needed to synthesize the given product. (1) Given the product [C:1]([CH:5]1[CH2:6][CH2:7][CH:8]([C:11]2[CH:20]=[CH:19][C:14]([C:15]([NH:39][S:36]([C:33]3[CH:34]=[CH:35][C:30]([NH:29][CH:23]4[CH2:28][CH2:27][CH2:26][CH2:25][CH2:24]4)=[C:31]([N+:40]([O-:42])=[O:41])[CH:32]=3)(=[O:38])=[O:37])=[O:17])=[CH:13][CH:12]=2)[CH2:9][CH2:10]1)([CH3:3])([CH3:4])[CH3:2], predict the reactants needed to synthesize it. The reactants are: [C:1]([CH:5]1[CH2:10][CH2:9][CH:8]([C:11]2[CH:20]=[CH:19][C:14]([C:15]([O:17]C)=O)=[CH:13][CH:12]=2)[CH2:7][CH2:6]1)([CH3:4])([CH3:3])[CH3:2].[Li+].[OH-].[CH:23]1([NH:29][C:30]2[CH:35]=[CH:34][C:33]([S:36]([NH2:39])(=[O:38])=[O:37])=[CH:32][C:31]=2[N+:40]([O-:42])=[O:41])[CH2:28][CH2:27][CH2:26][CH2:25][CH2:24]1.CCN=C=NCCCN(C)C. (2) Given the product [NH2:16][C:13]1[CH:14]=[CH:15][C:8]2[CH2:7][CH2:6][N:5]([CH2:4][C:3]([N:2]([CH3:1])[CH3:20])=[O:19])[CH2:11][CH2:10][C:9]=2[CH:12]=1, predict the reactants needed to synthesize it. The reactants are: [CH3:1][N:2]([CH3:20])[C:3](=[O:19])[CH2:4][N:5]1[CH2:11][CH2:10][C:9]2[CH:12]=[C:13]([N+:16]([O-])=O)[CH:14]=[CH:15][C:8]=2[CH2:7][CH2:6]1.CO. (3) Given the product [CH:20]([Si:23]([CH:27]([CH3:29])[CH3:28])([CH:24]([CH3:26])[CH3:25])[N:13]1[C:14]2[CH:15]=[CH:16][CH:17]=[C:9]([OH:8])[C:10]=2[CH:11]=[CH:12]1)([CH3:22])[CH3:21], predict the reactants needed to synthesize it. The reactants are: C([O:8][C:9]1[CH:17]=[CH:16][CH:15]=[C:14]2[C:10]=1[CH:11]=[CH:12][NH:13]2)C1C=CC=CC=1.[H-].[Na+].[CH:20]([Si:23](Cl)([CH:27]([CH3:29])[CH3:28])[CH:24]([CH3:26])[CH3:25])([CH3:22])[CH3:21]. (4) Given the product [C:1]([O:5][C:6](=[O:39])[NH:7][CH2:8][C:9]1[CH:38]=[CH:37][C:12]2[N:13]([CH2:32][CH2:33][CH:34]([CH3:35])[CH3:36])[C:14]([CH2:16][N:47]3[C:46]4[CH:50]=[CH:51][CH:52]=[CH:53][C:45]=4[S:44](=[O:54])(=[O:55])[N:43]([CH:40]4[CH2:42][CH2:41]4)[C:48]3=[O:49])=[N:15][C:11]=2[CH:10]=1)([CH3:2])([CH3:4])[CH3:3], predict the reactants needed to synthesize it. The reactants are: [C:1]([O:5][C:6](=[O:39])[NH:7][CH2:8][C:9]1[CH:38]=[CH:37][C:12]2[N:13]([CH2:32][CH2:33][CH:34]([CH3:36])[CH3:35])[C:14]([CH2:16]N3C4=NC=CC=C4C(=NOCCF)C3=O)=[N:15][C:11]=2[CH:10]=1)([CH3:4])([CH3:3])[CH3:2].[CH:40]1([N:43]2[C:48](=[O:49])[NH:47][C:46]3[CH:50]=[CH:51][CH:52]=[CH:53][C:45]=3[S:44]2(=[O:55])=[O:54])[CH2:42][CH2:41]1.C(OC(=O)NCC1C=CC2N(CCC(C)C)C(CCl)=NC=2C=1)(C)(C)C.Cl.C(OC(C)C)(C)C.